This data is from NCI-60 drug combinations with 297,098 pairs across 59 cell lines. The task is: Regression. Given two drug SMILES strings and cell line genomic features, predict the synergy score measuring deviation from expected non-interaction effect. (1) Drug 1: CC1=CC2C(CCC3(C2CCC3(C(=O)C)OC(=O)C)C)C4(C1=CC(=O)CC4)C. Drug 2: C1CN(P(=O)(OC1)NCCCl)CCCl. Cell line: SN12C. Synergy scores: CSS=3.95, Synergy_ZIP=-0.814, Synergy_Bliss=0.558, Synergy_Loewe=0.690, Synergy_HSA=0.117. (2) Drug 1: CC(CN1CC(=O)NC(=O)C1)N2CC(=O)NC(=O)C2. Drug 2: C1CN1P(=S)(N2CC2)N3CC3. Cell line: SF-268. Synergy scores: CSS=22.0, Synergy_ZIP=0.896, Synergy_Bliss=5.66, Synergy_Loewe=5.33, Synergy_HSA=5.90. (3) Drug 1: COC1=C(C=C2C(=C1)N=CN=C2NC3=CC(=C(C=C3)F)Cl)OCCCN4CCOCC4. Drug 2: CC(C1=C(C=CC(=C1Cl)F)Cl)OC2=C(N=CC(=C2)C3=CN(N=C3)C4CCNCC4)N. Cell line: 786-0. Synergy scores: CSS=21.3, Synergy_ZIP=-1.69, Synergy_Bliss=1.79, Synergy_Loewe=1.00, Synergy_HSA=2.24. (4) Drug 1: C1CC(=O)NC(=O)C1N2CC3=C(C2=O)C=CC=C3N. Drug 2: CN(C)C1=NC(=NC(=N1)N(C)C)N(C)C. Cell line: MCF7. Synergy scores: CSS=1.16, Synergy_ZIP=2.28, Synergy_Bliss=2.57, Synergy_Loewe=0.188, Synergy_HSA=-0.682. (5) Drug 1: CCC1(CC2CC(C3=C(CCN(C2)C1)C4=CC=CC=C4N3)(C5=C(C=C6C(=C5)C78CCN9C7C(C=CC9)(C(C(C8N6C)(C(=O)OC)O)OC(=O)C)CC)OC)C(=O)OC)O.OS(=O)(=O)O. Drug 2: C1CN(P(=O)(OC1)NCCCl)CCCl. Cell line: UACC62. Synergy scores: CSS=0.0135, Synergy_ZIP=1.39, Synergy_Bliss=2.94, Synergy_Loewe=0.177, Synergy_HSA=0.0131.